This data is from CYP2C9 inhibition data for predicting drug metabolism from PubChem BioAssay. The task is: Regression/Classification. Given a drug SMILES string, predict its absorption, distribution, metabolism, or excretion properties. Task type varies by dataset: regression for continuous measurements (e.g., permeability, clearance, half-life) or binary classification for categorical outcomes (e.g., BBB penetration, CYP inhibition). Dataset: cyp2c9_veith. (1) The molecule is OC(COCc1ccccc1)Cn1cnc2ccccc21. The result is 1 (inhibitor). (2) The molecule is N[C@@H](Cc1ccnnc1)C(=O)O. The result is 0 (non-inhibitor). (3) The result is 0 (non-inhibitor). The molecule is C[C@H](O/N=C1\[C@@H]2CCn3c(=O)n(-c4ccccc4)c(=O)n3[C@H]2[C@H](O)[C@H]2O[C@H]12)c1cn([C@H]2COC[C@H]2O)nn1.